This data is from Full USPTO retrosynthesis dataset with 1.9M reactions from patents (1976-2016). The task is: Predict the reactants needed to synthesize the given product. Given the product [Cl:1][C:2]1[CH:10]=[C:9]([C:27]#[N:28])[C:8]2[C:7](=[O:12])[N:6]([CH2:13][C:14]3[CH:15]=[CH:16][C:17]([O:20][C:21]4[CH:22]=[CH:23][CH:24]=[CH:25][CH:26]=4)=[CH:18][CH:19]=3)[CH2:5][C:4]=2[CH:3]=1, predict the reactants needed to synthesize it. The reactants are: [Cl:1][C:2]1[CH:3]=[C:4]2[C:8](=[C:9](I)[CH:10]=1)[C:7](=[O:12])[N:6]([CH2:13][C:14]1[CH:19]=[CH:18][C:17]([O:20][C:21]3[CH:26]=[CH:25][CH:24]=[CH:23][CH:22]=3)=[CH:16][CH:15]=1)[CH2:5]2.[C-:27]#[N:28].[Na+].CCCCCC.CCOC(C)=O.